Dataset: Forward reaction prediction with 1.9M reactions from USPTO patents (1976-2016). Task: Predict the product of the given reaction. (1) Given the reactants [CH:1]1[C:6](=[O:7])[NH:5][C:4]([NH2:8])=[N:3][CH:2]=1.[Br:9]Br, predict the reaction product. The product is: [NH2:8][C:4]1[N:5]=[C:6]([OH:7])[C:1]([Br:9])=[CH:2][N:3]=1. (2) Given the reactants [C:1]([O:5][C@@H:6]([C:11]1[C:25]([CH3:26])=[CH:24][C:14]2[N:15]=[C:16]([N:18]3[CH2:22][CH:21]=[CH:20][C:19]3=[O:23])[S:17][C:13]=2[C:12]=1[C:27]1[CH:32]=[CH:31][C:30]([Cl:33])=[CH:29][CH:28]=1)[C:7]([O:9][CH3:10])=[O:8])([CH3:4])([CH3:3])[CH3:2].[CH3:34][N:35]1[C:43]2[C:38](=[CH:39][C:40](B(O)O)=[CH:41][CH:42]=2)[CH:37]=[N:36]1.C1C=CC(P(C2C(C3C(P(C4C=CC=CC=4)C4C=CC=CC=4)=CC=C4C=3C=CC=C4)=C3C(C=CC=C3)=CC=2)C2C=CC=CC=2)=CC=1.C(=O)([O-])[O-].[K+].[K+], predict the reaction product. The product is: [C:1]([O:5][C@@H:6]([C:11]1[C:25]([CH3:26])=[CH:24][C:14]2[N:15]=[C:16]([N:18]3[CH2:22][CH:21]([C:40]4[CH:39]=[C:38]5[C:43](=[CH:42][CH:41]=4)[N:35]([CH3:34])[N:36]=[CH:37]5)[CH2:20][C:19]3=[O:23])[S:17][C:13]=2[C:12]=1[C:27]1[CH:32]=[CH:31][C:30]([Cl:33])=[CH:29][CH:28]=1)[C:7]([O:9][CH3:10])=[O:8])([CH3:4])([CH3:2])[CH3:3]. (3) Given the reactants [Br:1][C:2]1[CH:11]=[C:10]2[C:5]([CH:6]=[CH:7][N:8]=[C:9]2[OH:12])=[CH:4][CH:3]=1.C(O[C:18](=O)[C:19]1[CH:24]=[CH:23][C:22]([CH2:25]Br)=[CH:21][CH:20]=1)(C)(C)C.C(=O)([O-])[O-].[Cs+].[Cs+].C[N:35](C)C=O, predict the reaction product. The product is: [Br:1][C:2]1[CH:11]=[C:10]2[C:5]([CH:6]=[CH:7][N:8]([CH2:18][C:19]3[CH:24]=[CH:23][C:22]([C:25]#[N:35])=[CH:21][CH:20]=3)[C:9]2=[O:12])=[CH:4][CH:3]=1.